From a dataset of Forward reaction prediction with 1.9M reactions from USPTO patents (1976-2016). Predict the product of the given reaction. (1) Given the reactants [C:1]([O:5][C:6]([N:8]([CH3:18])[C:9]1[CH:17]=[CH:16][C:12]([C:13]([OH:15])=O)=[CH:11][CH:10]=1)=[O:7])([CH3:4])([CH3:3])[CH3:2].F[P-](F)(F)(F)(F)F.N1(OC(N(C)C)=[N+](C)C)C2C=CC=CC=2N=N1.[N:43]1[C:52]2[C:47](=[CH:48][CH:49]=[CH:50][CH:51]=2)[CH:46]=[C:45]([NH2:53])[CH:44]=1, predict the reaction product. The product is: [C:1]([O:5][C:6](=[O:7])[N:8]([CH3:18])[C:9]1[CH:10]=[CH:11][C:12]([C:13](=[O:15])[NH:53][C:45]2[CH:44]=[N:43][C:52]3[C:47]([CH:46]=2)=[CH:48][CH:49]=[CH:50][CH:51]=3)=[CH:16][CH:17]=1)([CH3:2])([CH3:3])[CH3:4]. (2) Given the reactants Br[C:2]1[CH:7]=[CH:6][C:5]([C:8]2[N:9]([CH2:15][CH:16]3[CH2:20][CH2:19][N:18]([C:21]([CH:23]4[CH2:25][CH2:24]4)=[O:22])[CH2:17]3)[C:10]([CH3:14])=[C:11]([CH3:13])[N:12]=2)=[CH:4][CH:3]=1.[OH:26][C:27]1[CH:28]=[C:29](B(O)O)[CH:30]=[CH:31][CH:32]=1.C([O-])([O-])=O.[Na+].[Na+], predict the reaction product. The product is: [CH:23]1([C:21]([N:18]2[CH2:19][CH2:20][CH:16]([CH2:15][N:9]3[C:10]([CH3:14])=[C:11]([CH3:13])[N:12]=[C:8]3[C:5]3[CH:6]=[CH:7][C:2]([C:31]4[CH:30]=[CH:29][CH:28]=[C:27]([OH:26])[CH:32]=4)=[CH:3][CH:4]=3)[CH2:17]2)=[O:22])[CH2:25][CH2:24]1. (3) Given the reactants [Cl:1][C:2]1[N:9]=[CH:8][C:7]([CH2:10][CH3:11])=[CH:6][C:3]=1[CH:4]=[O:5].N1C=CN=C1.[C:17]1(=[O:22])[CH2:21][CH2:20][CH:19]=[CH:18]1, predict the reaction product. The product is: [Cl:1][C:2]1[C:3]([CH:4]([OH:5])[C:18]2[C:17](=[O:22])[CH2:21][CH2:20][CH:19]=2)=[CH:6][C:7]([CH2:10][CH3:11])=[CH:8][N:9]=1. (4) Given the reactants Cl.O.[CH:3]1([CH2:9][NH:10][C:11]2[CH:16]=[CH:15][CH:14]=[C:13]([O:17][C:18]3[CH:23]=[CH:22][C:21]([N+:24]([O-:26])=[O:25])=[C:20]([CH:27](OC)[O:28]C)[CH:19]=3)[CH:12]=2)[CH2:8][CH2:7][CH2:6][CH2:5][CH2:4]1, predict the reaction product. The product is: [CH:3]1([CH2:9][NH:10][C:11]2[CH:12]=[C:13]([CH:14]=[CH:15][CH:16]=2)[O:17][C:18]2[CH:23]=[CH:22][C:21]([N+:24]([O-:26])=[O:25])=[C:20]([CH:19]=2)[CH:27]=[O:28])[CH2:8][CH2:7][CH2:6][CH2:5][CH2:4]1. (5) Given the reactants O[CH2:2][C:3]1[N:4]=[CH:5][NH:6][C:7]=1[CH3:8].[Cl:9][C:10]1[CH:15]=[CH:14][C:13]([C:16]2[N:17]([CH:22]3[CH2:24][CH2:23]3)[C:18](=[O:21])[NH:19][N:20]=2)=[CH:12][CH:11]=1.C(=O)([O-])[O-].[K+].[K+], predict the reaction product. The product is: [Cl:9][C:10]1[CH:11]=[CH:12][C:13]([C:16]2[N:17]([CH:22]3[CH2:24][CH2:23]3)[C:18](=[O:21])[N:19]([CH2:2][C:3]3[N:4]=[CH:5][NH:6][C:7]=3[CH3:8])[N:20]=2)=[CH:14][CH:15]=1.